Dataset: Forward reaction prediction with 1.9M reactions from USPTO patents (1976-2016). Task: Predict the product of the given reaction. (1) Given the reactants [C:1]([O:5][C:6]([N:8]1[CH2:12][CH2:11][C@H:10]([OH:13])[C@H:9]1[C:14](O)=[O:15])=[O:7])([CH3:4])([CH3:3])[CH3:2].B.CSC.CO.[H][H], predict the reaction product. The product is: [OH:13][C@H:10]1[CH2:11][CH2:12][N:8]([C:6]([O:5][C:1]([CH3:2])([CH3:3])[CH3:4])=[O:7])[C@@H:9]1[CH2:14][OH:15]. (2) Given the reactants [Cl:1][C:2]1[CH:3]=[CH:4][C:5]2[N:11]3[C:12]([CH3:16])=[C:13]([CH3:15])[N:14]=[C:10]3[C@@H:9]([CH2:17][CH2:18]C(O)=O)[O:8][C@H:7]([C:22]3[CH:27]=[CH:26][CH:25]=[C:24]([O:28][CH3:29])[C:23]=3[O:30][CH3:31])[C:6]=2[CH:32]=1.Cl.C(N=C=NCCCN(C)C)C.Cl.N1([CH2:52][CH2:53][C:54]([O:56][CH2:57][CH3:58])=[O:55])CCNCC1.O.O[N:61]1[C:65]2C=[CH:67][CH:68]=[CH:69][C:64]=2N=N1.CN(C)[CH:72]=[O:73], predict the reaction product. The product is: [Cl:1][C:2]1[CH:3]=[CH:4][C:5]2[N:11]3[C:12]([CH3:16])=[C:13]([CH3:15])[N:14]=[C:10]3[C@@H:9]([CH2:17][CH2:18][C:72]([N:61]3[CH2:67][CH2:68][CH:69]([CH2:52][CH2:53][C:54]([O:56][CH2:57][CH3:58])=[O:55])[CH2:64][CH2:65]3)=[O:73])[O:8][C@H:7]([C:22]3[CH:27]=[CH:26][CH:25]=[C:24]([O:28][CH3:29])[C:23]=3[O:30][CH3:31])[C:6]=2[CH:32]=1. (3) The product is: [C:11]([C:9]1[CH:10]=[C:5]2[N:4]=[CH:3][C:2]([C:22]#[C:21][C:15]3[CH:20]=[CH:19][CH:18]=[CH:17][CH:16]=3)=[CH:7][N:6]2[N:8]=1)([CH3:14])([CH3:13])[CH3:12]. Given the reactants Br[C:2]1[CH:3]=[N:4][C:5]2[N:6]([N:8]=[C:9]([C:11]([CH3:14])([CH3:13])[CH3:12])[CH:10]=2)[CH:7]=1.[C:15]1([C:21]#[CH:22])[CH:20]=[CH:19][CH:18]=[CH:17][CH:16]=1, predict the reaction product. (4) Given the reactants [Cl:1][C:2]1[N:3]=[C:4](Cl)[C:5]2[CH:10]=[CH:9][NH:8][C:6]=2[N:7]=1.[NH:12]1[CH2:17][CH2:16][CH2:15][CH2:14][CH2:13]1.C(N(CC)CC)C.O, predict the reaction product. The product is: [Cl:1][C:2]1[N:3]=[C:4]([N:12]2[CH2:17][CH2:16][CH2:15][CH2:14][CH2:13]2)[C:5]2[CH:10]=[CH:9][NH:8][C:6]=2[N:7]=1. (5) The product is: [ClH:1].[O:8]1[CH2:13][CH2:12][N:11]([CH2:14][CH2:15][CH2:16][NH:17][C:18](=[O:46])[CH2:19][CH2:20][C:21]2[CH:26]=[CH:25][CH:24]=[CH:23][C:22]=2[O:27][CH2:28][CH2:29][CH2:30][CH2:31][CH2:32][CH2:33][CH2:34][CH2:35][CH2:36][CH2:37][CH2:38][CH2:39][CH2:40][CH2:41][CH2:42][CH2:43][CH2:44][CH3:45])[CH2:10][CH2:9]1. Given the reactants [ClH:1].C(OCC)(=O)C.[O:8]1[CH2:13][CH2:12][N:11]([CH2:14][CH2:15][CH2:16][NH:17][C:18](=[O:46])[CH2:19][CH2:20][C:21]2[CH:26]=[CH:25][CH:24]=[CH:23][C:22]=2[O:27][CH2:28][CH2:29][CH2:30][CH2:31][CH2:32][CH2:33][CH2:34][CH2:35][CH2:36][CH2:37][CH2:38][CH2:39][CH2:40][CH2:41][CH2:42][CH2:43][CH2:44][CH3:45])[CH2:10][CH2:9]1, predict the reaction product. (6) Given the reactants [CH:1]1([C:7]2[C:8]3[CH:9]=[CH:10][C:11]([C:27]([O:29]C)=[O:28])=[CH:12][C:13]=3[N:14]3[C:21]=2[C:20]2[CH:22]=[CH:23][CH:24]=[CH:25][C:19]=2[O:18][CH2:17][C@@H:16]([OH:26])[CH2:15]3)[CH2:6][CH2:5][CH2:4][CH2:3][CH2:2]1.[OH-].[Na+].[Cl-].[CH2:34]([NH+:41]([CH3:45])[CH2:42][CH2:43][Cl:44])[C:35]1[CH:40]=[CH:39][CH:38]=[CH:37][CH:36]=1, predict the reaction product. The product is: [Cl-:44].[CH2:34]([NH+:41]([CH3:45])[CH2:42][CH2:43][O:26][C@H:16]1[CH2:15][N:14]2[C:13]3[CH:12]=[C:11]([C:27]([OH:29])=[O:28])[CH:10]=[CH:9][C:8]=3[C:7]([CH:1]3[CH2:6][CH2:5][CH2:4][CH2:3][CH2:2]3)=[C:21]2[C:20]2[CH:22]=[CH:23][CH:24]=[CH:25][C:19]=2[O:18][CH2:17]1)[C:35]1[CH:40]=[CH:39][CH:38]=[CH:37][CH:36]=1. (7) The product is: [Cl:1][S:2]([C:9]1[CH:10]=[C:11]([CH:17]=[CH:18][C:8]=1[O:7][CH3:6])[C:12]([OH:14])=[O:13])(=[O:5])=[O:3]. Given the reactants [Cl:1][S:2]([OH:5])(=O)=[O:3].[CH3:6][O:7][C:8]1[CH:18]=[CH:17][C:11]([C:12]([O:14]CC)=[O:13])=[CH:10][CH:9]=1, predict the reaction product. (8) Given the reactants [Br:1][C:2]1[CH:3]=[C:4]([C:10]([C:18]2[C:19]([C:24]#[N:25])=[N:20][CH:21]=[CH:22][CH:23]=2)=[N:11]S(C(C)(C)C)=O)[CH:5]=[CH:6][C:7]=1[O:8][CH3:9].Br[C:27]1[C:28]([C:33]([F:36])([F:35])[F:34])=[N:29][CH:30]=[CH:31][CH:32]=1, predict the reaction product. The product is: [Br:1][C:2]1[CH:3]=[C:4]([C:10]2([C:32]3[CH:31]=[CH:30][N:29]=[C:28]([C:33]([F:36])([F:35])[F:34])[CH:27]=3)[C:18]3[C:19](=[N:20][CH:21]=[CH:22][CH:23]=3)[C:24]([NH2:25])=[N:11]2)[CH:5]=[CH:6][C:7]=1[O:8][CH3:9]. (9) Given the reactants [CH3:1][O:2][C:3](=[O:17])[C@@H:4]1[CH2:8][C@@H:7]([OH:9])[CH2:6][N:5]1[C:10]([O:12][C:13]([CH3:16])([CH3:15])[CH3:14])=[O:11].[CH3:18][C:19]1[CH:24]=[CH:23][C:22]([S:25](Cl)(=[O:27])=[O:26])=[CH:21][CH:20]=1, predict the reaction product. The product is: [CH3:1][O:2][C:3]([CH:4]1[CH2:8][CH:7]([O:9][S:25]([C:22]2[CH:23]=[CH:24][C:19]([CH3:18])=[CH:20][CH:21]=2)(=[O:27])=[O:26])[CH2:6][N:5]1[C:10]([O:12][C:13]([CH3:14])([CH3:16])[CH3:15])=[O:11])=[O:17]. (10) The product is: [F:9][C:8]1[C:3]([CH2:2][N:21]2[C:22](=[O:29])[C:23]3[C:28](=[CH:27][CH:26]=[CH:25][CH:24]=3)[C:20]2=[O:19])=[CH:4][C:5]([CH:10]2[CH2:13][CH:12]([O:14][C:15]([F:18])([F:17])[F:16])[CH2:11]2)=[N:6][CH:7]=1. Given the reactants Cl[CH2:2][C:3]1[C:8]([F:9])=[CH:7][N:6]=[C:5]([CH:10]2[CH2:13][CH:12]([O:14][C:15]([F:18])([F:17])[F:16])[CH2:11]2)[CH:4]=1.[O:19]=[C:20]1[C:28]2[C:23](=[CH:24][CH:25]=[CH:26][CH:27]=2)[C:22](=[O:29])[N-:21]1.[K+].CN(C)C=O, predict the reaction product.